Task: Predict the product of the given reaction.. Dataset: Forward reaction prediction with 1.9M reactions from USPTO patents (1976-2016) (1) Given the reactants [CH3:1][C:2]1[CH:10]=[CH:9][C:8]2[NH:7][C:6]3[CH2:11][CH2:12][N:13]([C:15]([O-])=O)[CH2:14][C:5]=3[C:4]=2[CH:3]=1.Br[C:19]1[CH:24]=[CH:23][CH:22]=[CH:21][N:20]=1.C(N([CH2:30][CH3:31])CC)C.[C:32](#N)C, predict the reaction product. The product is: [CH3:15][N:13]1[CH2:12][CH2:11][C:6]2[N:7]([CH2:32][C:30]#[C:31][C:19]3[CH:24]=[CH:23][CH:22]=[CH:21][N:20]=3)[C:8]3[CH:9]=[CH:10][C:2]([CH3:1])=[CH:3][C:4]=3[C:5]=2[CH2:14]1. (2) Given the reactants Cl.[NH:2]1[CH2:5][CH:4]([OH:6])[CH2:3]1.Br[C:8]1[CH:13]=[CH:12][N:11]2[C:14]3[CH:20]=[CH:19][CH:18]=[CH:17][C:15]=3[N:16]=[C:10]2[N:9]=1.C(N(CC)CC)C, predict the reaction product. The product is: [N:9]1[C:10]2[N:11]([C:14]3[CH:20]=[CH:19][CH:18]=[CH:17][C:15]=3[N:16]=2)[CH:12]=[CH:13][C:8]=1[N:2]1[CH2:5][CH:4]([OH:6])[CH2:3]1. (3) The product is: [CH3:34][N:13]([CH2:12][CH2:11][CH2:10][CH2:9][CH2:8][CH:7]([C:1]1[CH:6]=[CH:5][CH:4]=[CH:3][CH:2]=1)[O:21][C:22]1[CH:23]=[CH:24][C:25]([C:28]([F:29])([F:30])[F:31])=[CH:26][CH:27]=1)[C:14](=[O:20])[O:15][C:16]([CH3:19])([CH3:18])[CH3:17]. Given the reactants [C:1]1([CH:7]([O:21][C:22]2[CH:27]=[CH:26][C:25]([C:28]([F:31])([F:30])[F:29])=[CH:24][CH:23]=2)[CH2:8][CH2:9][CH2:10][CH2:11][CH2:12][NH:13][C:14](=[O:20])[O:15][C:16]([CH3:19])([CH3:18])[CH3:17])[CH:6]=[CH:5][CH:4]=[CH:3][CH:2]=1.[H-].[Na+].[CH3:34]I.O, predict the reaction product. (4) Given the reactants C1(C2N(C(OC(C)(C)C)=O)C3C=C([C:21]4C(C)=N[O:24][C:25]=4[CH3:26])C=C(I)C=3N=2)CC1.[Li][CH2:29][CH2:30][CH2:31][CH3:32].[NH4+].[Cl-].C1C[O:38]CC1, predict the reaction product. The product is: [CH2:29]1[C:31]2([CH2:32][CH2:26][C@@H:25]([CH2:21][OH:38])[O:24]2)[CH2:30]1. (5) Given the reactants [F:1][C:2]1[CH:7]=[C:6]([F:8])[CH:5]=[CH:4][C:3]=1[C:9]1[NH:13][C:12]2[C:14]([OH:21])=[CH:15][CH:16]=[C:17]([C:18]([OH:20])=[O:19])[C:11]=2[N:10]=1.O=S(Cl)Cl.[CH3:26]O, predict the reaction product. The product is: [CH3:26][O:19][C:18]([C:17]1[C:11]2[N:10]=[C:9]([C:3]3[CH:4]=[CH:5][C:6]([F:8])=[CH:7][C:2]=3[F:1])[NH:13][C:12]=2[C:14]([OH:21])=[CH:15][CH:16]=1)=[O:20].